Dataset: Full USPTO retrosynthesis dataset with 1.9M reactions from patents (1976-2016). Task: Predict the reactants needed to synthesize the given product. (1) Given the product [F:30][C:31]1[CH:39]=[CH:38][C:34]([C:35]([NH:1][CH2:2][C:3]2[CH:4]=[C:5]3[C:10](=[CH:11][CH:12]=2)[N:9]=[C:8]([NH:13][C@H:14]2[C:22]4[C:17](=[CH:18][CH:19]=[CH:20][CH:21]=4)[CH2:16][CH2:15]2)[CH:7]=[CH:6]3)=[O:36])=[CH:33][CH:32]=1, predict the reactants needed to synthesize it. The reactants are: [NH2:1][CH2:2][C:3]1[CH:4]=[C:5]2[C:10](=[CH:11][CH:12]=1)[N:9]=[C:8]([NH:13][C@H:14]1[C:22]3[C:17](=[CH:18][CH:19]=[CH:20][CH:21]=3)[CH2:16][CH2:15]1)[CH:7]=[CH:6]2.C(N(CC)CC)C.[F:30][C:31]1[CH:39]=[CH:38][C:34]([C:35](Cl)=[O:36])=[CH:33][CH:32]=1. (2) Given the product [CH3:1][S:2]([O:5][C:6]1[CH:11]=[CH:10][C:9]([C:12]2([C:20]3[CH:21]=[C:22]([C:36]4[CH:37]=[C:30]([O:29][CH3:28])[CH:31]=[CH:32][C:33]=4[C:34]#[N:35])[C:23]([F:26])=[CH:24][CH:25]=3)[C:16](=[O:17])[N:15]([CH3:18])[C:14]([NH2:19])=[N:13]2)=[CH:8][CH:7]=1)(=[O:4])=[O:3], predict the reactants needed to synthesize it. The reactants are: [CH3:1][S:2]([O:5][C:6]1[CH:11]=[CH:10][C:9]([C:12]2([C:20]3[CH:25]=[CH:24][C:23]([F:26])=[C:22](Br)[CH:21]=3)[C:16](=[O:17])[N:15]([CH3:18])[C:14]([NH2:19])=[N:13]2)=[CH:8][CH:7]=1)(=[O:4])=[O:3].[CH3:28][O:29][C:30]1[CH:37]=[CH:36][C:33]([C:34]#[N:35])=[C:32](B2OC(C)(C)C(C)(C)O2)[CH:31]=1. (3) Given the product [Br:14][C:15]1[CH:16]=[CH:17][C:18]([CH2:26][N:4]2[CH2:5][CH2:6][N:1]([C:7]([O:9][C:10]([CH3:13])([CH3:12])[CH3:11])=[O:8])[CH2:2][CH2:3]2)=[C:19]([C:20](=[O:21])[N:22]([CH3:24])[CH3:23])[CH:25]=1, predict the reactants needed to synthesize it. The reactants are: [N:1]1([C:7]([O:9][C:10]([CH3:13])([CH3:12])[CH3:11])=[O:8])[CH2:6][CH2:5][NH:4][CH2:3][CH2:2]1.[Br:14][C:15]1[CH:16]=[CH:17][C:18]([CH:26]=O)=[C:19]([CH:25]=1)[C:20]([N:22]([CH3:24])[CH3:23])=[O:21].C(N(CC)CC)C.C(O[BH-](OC(=O)C)OC(=O)C)(=O)C.[Na+]. (4) Given the product [CH:9]1[C:10]2[C:5](=[CH:4][CH:3]=[C:2]([O:1][S:21]([C:24]([F:27])([F:26])[F:25])(=[O:23])=[O:22])[CH:11]=2)[CH:6]=[CH:7][N:8]=1, predict the reactants needed to synthesize it. The reactants are: [OH:1][C:2]1[CH:11]=[C:10]2[C:5]([CH:6]=[CH:7][N:8]=[CH:9]2)=[CH:4][CH:3]=1.[H-].[Na+].C1C=CC(N([S:21]([C:24]([F:27])([F:26])[F:25])(=[O:23])=[O:22])[S:21]([C:24]([F:27])([F:26])[F:25])(=[O:23])=[O:22])=CC=1. (5) Given the product [CH3:48][C:46]([O:49][C@H:50]([CH3:57])[C@@H:51]([C:53]([O:55][CH3:56])=[O:54])[NH:52][C:38]([C:35]1[CH:36]=[CH:37][C:32]([C:28]2[CH:29]=[CH:30][CH:31]=[C:26]([F:25])[CH:27]=2)=[CH:33][C:34]=1[N+:41]([O-:43])=[O:42])=[O:40])([CH3:45])[CH3:47], predict the reactants needed to synthesize it. The reactants are: CN(C(ON1N=NC2C=CC=NC1=2)=[N+](C)C)C.F[P-](F)(F)(F)(F)F.[F:25][C:26]1[CH:27]=[C:28]([C:32]2[CH:37]=[CH:36][C:35]([C:38]([OH:40])=O)=[C:34]([N+:41]([O-:43])=[O:42])[CH:33]=2)[CH:29]=[CH:30][CH:31]=1.Cl.[CH3:45][C:46]([O:49][C@H:50]([CH3:57])[C@@H:51]([C:53]([O:55][CH3:56])=[O:54])[NH2:52])([CH3:48])[CH3:47].C(N(C(C)C)CC)(C)C. (6) Given the product [C:15]1([C:12]2([NH:11][C:9]3[C:5]([C:6]([NH2:8])=[O:7])=[CH:4][N:3]=[C:2]([NH:21][C:22]4[CH:27]=[CH:26][CH:25]=[C:24]([N:28]5[CH2:33][CH2:32][NH:31][CH2:30][CH2:29]5)[CH:23]=4)[CH:10]=3)[CH2:14][CH2:13]2)[CH:20]=[CH:19][CH:18]=[CH:17][CH:16]=1, predict the reactants needed to synthesize it. The reactants are: Cl[C:2]1[CH:10]=[C:9]([NH:11][C:12]2([C:15]3[CH:20]=[CH:19][CH:18]=[CH:17][CH:16]=3)[CH2:14][CH2:13]2)[C:5]([C:6]([NH2:8])=[O:7])=[CH:4][N:3]=1.[NH2:21][C:22]1[CH:23]=[C:24]([N:28]2[CH2:33][CH2:32][N:31](C(OC(C)(C)C)=O)[CH2:30][CH2:29]2)[CH:25]=[CH:26][CH:27]=1.C1C=CC(P(C2C(C3C(P(C4C=CC=CC=4)C4C=CC=CC=4)=CC=C4C=3C=CC=C4)=C3C(C=CC=C3)=CC=2)C2C=CC=CC=2)=CC=1.C([O-])([O-])=O.[Cs+].[Cs+].C(O)(C(F)(F)F)=O. (7) The reactants are: [CH:1]1[C:9]2[C:4]3=[C:5]([CH2:10][CH2:11][N:3]3[C:2]=1C(O)=O)[CH:6]=[CH:7][CH:8]=2.C(OCC)(=O)C. Given the product [CH2:1]1[C:9]2[C:4]3=[C:5]([CH:10]=[CH:11][N:3]3[CH2:2]1)[CH:6]=[CH:7][CH:8]=2, predict the reactants needed to synthesize it. (8) Given the product [CH3:3][CH:2]([CH2:4][CH2:5][CH2:6][C@H:7]([C@@H:9]1[C@:26]2([CH3:27])[C@H:12]([C:13]3[CH2:14][CH:15]=[C:16]4[C@:21]([C:23]=3[CH2:24][CH2:25]2)([CH3:22])[CH2:20][CH2:19][CH:18]([OH:28])[CH2:17]4)[CH2:11][CH2:10]1)[CH3:8])[CH3:1].[CH3:3][CH:2]([CH2:4][CH2:5][CH2:6][C@H:7]([C@@H:9]1[C@:26]2([CH3:27])[C:12](=[C:13]3[C@H:23]([CH2:24][CH2:25]2)[C@:21]2([CH3:22])[C:16]([CH2:17][C:18](=[O:28])[CH2:19][CH2:20]2)=[CH:15][CH2:14]3)[CH2:11][CH2:10]1)[CH3:8])[CH3:1], predict the reactants needed to synthesize it. The reactants are: [CH3:1][CH:2]([CH2:4][CH2:5][CH2:6][C@H:7]([C@@H:9]1[C@:26]2([CH3:27])[C@H:12]([C:13]3[CH2:14][CH2:15][C:16]4[C@:21]([C:23]=3[CH2:24][CH2:25]2)([CH3:22])[CH2:20][CH2:19][C:18](=[O:28])[CH:17]=4)[CH2:11][CH2:10]1)[CH3:8])[CH3:3].C1(=O)CCCCC1.CC(C)[O-].[Al+3].CC(C)[O-].CC(C)[O-].CC(C)([O-])C.[Al+3].CC(C)([O-])C.CC(C)([O-])C.[Cr](O[Cr]([O-])(=O)=O)([O-])(=O)=O.[NH+]1C=CC=CC=1.[NH+]1C=CC=CC=1.CC(CCC[C@H]([C@@H]1[C@]2(C)C(=C3[C@H](CC2)[C@]2(C)C(C[C@@H](O)CC2)=CC3)CC1)C)C. (9) Given the product [S:8]1[CH:9]=[CH:10][C:6]2[CH:5]=[CH:4][CH:3]=[C:2]([C:14]3[CH:15]=[N:16][CH:17]=[CH:18][C:13]=3[CH3:12])[C:7]1=2, predict the reactants needed to synthesize it. The reactants are: Br[C:2]1[C:7]2[S:8][CH:9]=[CH:10][C:6]=2[CH:5]=[CH:4][CH:3]=1.Cl.[CH3:12][C:13]1[CH:18]=[CH:17][N:16]=[CH:15][C:14]=1B(O)O.O1CCOCC1.[O-]P([O-])([O-])=O.[K+].[K+].[K+]. (10) Given the product [N+:8]([C:7]1[C:2]([NH:17][C@H:18]([CH3:22])[C:19]([OH:21])=[O:20])=[N:3][CH:4]=[CH:5][CH:6]=1)([O-:10])=[O:9], predict the reactants needed to synthesize it. The reactants are: Cl[C:2]1[C:7]([N+:8]([O-:10])=[O:9])=[CH:6][CH:5]=[CH:4][N:3]=1.C(=O)([O-])[O-].[K+].[K+].[NH2:17][C@@H:18]([CH3:22])[C:19]([OH:21])=[O:20].